This data is from Forward reaction prediction with 1.9M reactions from USPTO patents (1976-2016). The task is: Predict the product of the given reaction. (1) The product is: [CH3:21][C:5]1([C:16]([O:18][CH3:19])=[O:17])[N:6]([C:9]([O:11][C:12]([CH3:13])([CH3:14])[CH3:15])=[O:10])[CH2:7][CH2:8][C:3]2([CH2:2][CH2:1]2)[CH2:4]1. Given the reactants [CH2:1]1[C:3]2([CH2:8][CH2:7][N:6]([C:9]([O:11][C:12]([CH3:15])([CH3:14])[CH3:13])=[O:10])[CH:5]([C:16]([O:18][CH3:19])=[O:17])[CH2:4]2)[CH2:2]1.[Li+].[CH3:21]C([N-]C(C)C)C.C1COCC1.CCCCCCC.IC.[NH4+].[Cl-], predict the reaction product. (2) Given the reactants [NH2:1][C:2]1[C:7]([C:8]([NH2:10])=[O:9])=[C:6]([C:11]2[CH:16]=[CH:15][C:14]([O:17][CH2:18][CH2:19][OH:20])=[CH:13][CH:12]=2)[C:5]([C:21]#[N:22])=[C:4]([S:23][CH2:24][C:25]2[N:26]=[C:27]([C:30]3[CH:35]=[CH:34][C:33]([Cl:36])=[CH:32][CH:31]=3)[S:28][CH:29]=2)[N:3]=1.O.[C:38]1(C)[CH:43]=CC(S(O)(=O)=O)=C[CH:39]=1, predict the reaction product. The product is: [Cl:36][C:33]1[CH:32]=[CH:31][C:30]([C:27]2[S:28][CH:29]=[C:25]([CH2:24][S:23][C:4]3[C:5]([C:21]#[N:22])=[C:6]([C:11]4[CH:12]=[CH:13][C:14]([O:17][CH2:18][CH2:19][OH:20])=[CH:15][CH:16]=4)[C:7]4[C:8](=[O:9])[NH:10][C:38]([CH3:43])([CH3:39])[NH:1][C:2]=4[N:3]=3)[N:26]=2)=[CH:35][CH:34]=1. (3) Given the reactants [CH2:1]([O:3][C:4](=[O:36])[CH2:5][N:6]1[CH2:11][CH2:10][N:9]([C:12](=[O:35])[C:13]2[CH:18]=[CH:17][CH:16]=[C:15]([C@@H:19]([N:27]3[CH2:32][C@@H:31]([CH3:33])[NH:30][CH2:29][C@@H:28]3[CH3:34])[C:20]3[CH:25]=[CH:24][CH:23]=[C:22]([OH:26])[CH:21]=3)[CH:14]=2)[CH2:8][CH2:7]1)[CH3:2].[F:37][C:38]1[CH:39]=[C:40]([CH:43]=[CH:44][CH:45]=1)[CH:41]=O.C(O)(=O)C.C(O[BH-](OC(=O)C)OC(=O)C)(=O)C.[Na+], predict the reaction product. The product is: [CH2:1]([O:3][C:4](=[O:36])[CH2:5][N:6]1[CH2:11][CH2:10][N:9]([C:12](=[O:35])[C:13]2[CH:18]=[CH:17][CH:16]=[C:15]([C@@H:19]([N:27]3[CH2:32][C@@H:31]([CH3:33])[N:30]([CH2:41][C:40]4[CH:43]=[CH:44][CH:45]=[C:38]([F:37])[CH:39]=4)[CH2:29][C@@H:28]3[CH3:34])[C:20]3[CH:25]=[CH:24][CH:23]=[C:22]([OH:26])[CH:21]=3)[CH:14]=2)[CH2:8][CH2:7]1)[CH3:2]. (4) Given the reactants C(C1C=C2C(=CC=1)N=C(C(OCC)=O)NC2=O)#N.[CH3:19][C:20]1[C:28]2[C:27](=[O:29])[NH:26][C:25]([C:30]([O:32]CC)=O)=[N:24][C:23]=2[S:22][CH:21]=1.NCC1C=C(C=CC=1)N.[NH2:44][CH2:45][C:46]1[CH:47]=[C:48]([CH2:52][NH:53][C:54](=[O:60])[O:55][C:56]([CH3:59])([CH3:58])[CH3:57])[CH:49]=[CH:50][CH:51]=1, predict the reaction product. The product is: [CH3:19][C:20]1[C:28]2[C:27](=[O:29])[NH:26][C:25]([C:30]([NH:44][CH2:45][C:46]3[CH:47]=[C:48]([CH2:52][NH:53][C:54](=[O:60])[O:55][C:56]([CH3:58])([CH3:57])[CH3:59])[CH:49]=[CH:50][CH:51]=3)=[O:32])=[N:24][C:23]=2[S:22][CH:21]=1. (5) Given the reactants [C:1]1([CH:7]([NH:19][C:20]([O:22][CH:23]=[CH2:24])=[O:21])[C:8]([O:10][C@@H:11]2[CH:16]3[CH2:17][CH2:18][N:13]([CH2:14][CH2:15]3)[CH2:12]2)=[O:9])[CH:6]=[CH:5][CH:4]=[CH:3][CH:2]=1.[Br:25][CH2:26][C:27]([C:29]1[CH:34]=[CH:33][CH:32]=[CH:31][CH:30]=1)=[O:28], predict the reaction product. The product is: [Br-:25].[O:28]=[C:27]([C:29]1[CH:34]=[CH:33][CH:32]=[CH:31][CH:30]=1)[CH2:26][N+:13]12[CH2:18][CH2:17][CH:16]([CH2:15][CH2:14]1)[C@@H:11]([O:10][C:8](=[O:9])[CH:7]([C:1]1[CH:6]=[CH:5][CH:4]=[CH:3][CH:2]=1)[NH:19][C:20]([O:22][CH:23]=[CH2:24])=[O:21])[CH2:12]2. (6) Given the reactants [Cl:1][C:2]1[C:7]([O:8][C:9]([CH3:18])([CH3:17])[C:10]([O:12]C(C)(C)C)=[O:11])=[CH:6][C:5]([Cl:19])=[CH:4][N:3]=1.FC(F)(F)C(O)=O, predict the reaction product. The product is: [Cl:1][C:2]1[C:7]([O:8][C:9]([CH3:17])([CH3:18])[C:10]([OH:12])=[O:11])=[CH:6][C:5]([Cl:19])=[CH:4][N:3]=1. (7) The product is: [Cl:36][C:31]1[CH:32]=[CH:33][CH:34]=[CH:35][C:30]=1[C@H:28]([O:27][C:21]1[CH:20]=[C:19]([N:18]2[C:12]3[CH:11]=[C:10]([CH2:9][OH:8])[N:15]=[CH:14][C:13]=3[N:16]=[CH:17]2)[S:23][C:22]=1[C:24]([NH2:26])=[O:25])[CH3:29]. Given the reactants [Si]([O:8][CH2:9][C:10]1[N:15]=[CH:14][C:13]2[N:16]=[CH:17][N:18]([C:19]3[S:23][C:22]([C:24]([NH2:26])=[O:25])=[C:21]([O:27][C@@H:28]([C:30]4[CH:35]=[CH:34][CH:33]=[CH:32][C:31]=4[Cl:36])[CH3:29])[CH:20]=3)[C:12]=2[CH:11]=1)(C(C)(C)C)(C)C.[F-].C([N+](CCCC)(CCCC)CCCC)CCC, predict the reaction product.